Dataset: Reaction yield outcomes from USPTO patents with 853,638 reactions. Task: Predict the reaction yield, written as a fraction of the theoretical maximum amount of product (1.0 means a 100% yield; for example, 0.34 means a 34% yield). The reactants are [NH:1]1[CH:5]=[C:4]([NH:6][C:7]([C:9]2[C:17]3[C:12](=[CH:13][CH:14]=[CH:15][CH:16]=3)[N:11]([C:18]([C:31]3[CH:36]=[CH:35][CH:34]=[CH:33][CH:32]=3)([C:25]3[CH:30]=[CH:29][CH:28]=[CH:27][CH:26]=3)[C:19]3[CH:24]=[CH:23][CH:22]=[CH:21][CH:20]=3)[N:10]=2)=[O:8])[CH:3]=[N:2]1.[CH2:46](P([CH2:46][CH2:47][CH2:48][CH3:49])[CH2:46][CH2:47][CH2:48][CH3:49])[CH2:47][CH2:48][CH3:49].[Cl:50]C1C=C(C=CC=1)CO.CN(C(N=NC(N(C)C)=O)=O)C.[CH2:71]1[CH2:75]OC[CH2:72]1. The catalyst is CCOC(C)=O. The product is [Cl:50][C:49]1[CH:48]=[CH:47][CH:46]=[CH:75][C:71]=1[CH2:72][N:1]1[CH:5]=[C:4]([NH:6][C:7]([C:9]2[C:17]3[C:12](=[CH:13][CH:14]=[CH:15][CH:16]=3)[N:11]([C:18]([C:19]3[CH:24]=[CH:23][CH:22]=[CH:21][CH:20]=3)([C:25]3[CH:26]=[CH:27][CH:28]=[CH:29][CH:30]=3)[C:31]3[CH:36]=[CH:35][CH:34]=[CH:33][CH:32]=3)[N:10]=2)=[O:8])[CH:3]=[N:2]1. The yield is 0.950.